From a dataset of Forward reaction prediction with 1.9M reactions from USPTO patents (1976-2016). Predict the product of the given reaction. (1) Given the reactants O=P(Cl)(Cl)[Cl:3].[CH:6]([C:9]1[C:14](=O)[N:13]2[N:16]=[CH:17][CH:18]=[C:12]2[NH:11][C:10]=1[CH3:19])([CH3:8])[CH3:7].CCN(C(C)C)C(C)C, predict the reaction product. The product is: [Cl:3][C:14]1[N:13]2[N:16]=[CH:17][CH:18]=[C:12]2[N:11]=[C:10]([CH3:19])[C:9]=1[CH:6]([CH3:8])[CH3:7]. (2) Given the reactants [Br:1][C:2]1[C:3]([O:9][C@@H:10]([CH3:20])[CH2:11][NH:12][C:13](=[O:19])[O:14][C:15]([CH3:18])([CH3:17])[CH3:16])=[C:4]([CH2:7]O)[S:5][CH:6]=1.CS(Cl)(=O)=O.C1COCC1.N12CCCN=C1CCCCC2, predict the reaction product. The product is: [Br:1][C:2]1[C:3]2[O:9][C@@H:10]([CH3:20])[CH2:11][N:12]([C:13]([O:14][C:15]([CH3:18])([CH3:17])[CH3:16])=[O:19])[CH2:7][C:4]=2[S:5][CH:6]=1. (3) The product is: [F:7][C:8]1[CH:13]=[C:12]([F:14])[C:11]([F:15])=[CH:10][C:9]=1[CH2:19][C@H:18]([OH:20])[CH2:16][Cl:17]. Given the reactants C([Mg]Cl)(C)C.[Br-].[F:7][C:8]1[CH:13]=[C:12]([F:14])[C:11]([F:15])=[CH:10][CH:9]=1.[CH2:16]([C@H:18]1[O:20][CH2:19]1)[Cl:17].[NH4+].[Cl-], predict the reaction product. (4) Given the reactants Cl[C:2]1[N:7]=[CH:6][C:5]([CH2:8][OH:9])=[CH:4][CH:3]=1.[CH:10]([B-](F)(F)F)=[CH2:11].[K+].C(Cl)Cl, predict the reaction product. The product is: [CH:10]([C:2]1[N:7]=[CH:6][C:5]([CH2:8][OH:9])=[CH:4][CH:3]=1)=[CH2:11]. (5) Given the reactants [F:1][C:2]1[CH:10]=[CH:9][C:8]([CH2:11][C:12]2[C:21]3[C:16](=[CH:17][CH:18]=[CH:19][CH:20]=3)[C:15](=[O:22])[NH:14][N:13]=2)=[CH:7][C:3]=1[C:4]([OH:6])=O.C(N(C(C)C)CC)(C)C.[CH:32]1([C:35]([N:37]2[CH2:42][CH2:41][NH:40][CH2:39][CH2:38]2)=[O:36])[CH2:34][CH2:33]1.F[P-](F)(F)(F)(F)F.N1(OC(N(C)C)=[N+](C)C)C2C=CC=CC=2N=N1, predict the reaction product. The product is: [CH:32]1([C:35]([N:37]2[CH2:42][CH2:41][N:40]([C:4]([C:3]3[CH:7]=[C:8]([CH:9]=[CH:10][C:2]=3[F:1])[CH2:11][C:12]3[C:21]4[C:16](=[CH:17][CH:18]=[CH:19][CH:20]=4)[C:15](=[O:22])[NH:14][N:13]=3)=[O:6])[CH2:39][CH2:38]2)=[O:36])[CH2:33][CH2:34]1. (6) Given the reactants [Cl:1][C:2]1[CH:11]=[C:10]2[C:5]([C:6]([N:12]3[CH2:17][CH2:16][N:15]([C:18]([NH:20][CH:21]4[CH2:27][CH2:26][CH2:25][CH2:24][CH:23]([OH:28])[CH2:22]4)=[O:19])[CH2:14][CH2:13]3)=[CH:7][CH:8]=[N:9]2)=[CH:4][CH:3]=1.[H-].[Na+].F[C:32]1[CH:37]=[CH:36][CH:35]=[CH:34][N:33]=1, predict the reaction product. The product is: [Cl:1][C:2]1[CH:11]=[C:10]2[C:5]([C:6]([N:12]3[CH2:17][CH2:16][N:15]([C:18]([NH:20][CH:21]4[CH2:27][CH2:26][CH2:25][CH2:24][CH:23]([O:28][C:32]5[CH:37]=[CH:36][CH:35]=[CH:34][N:33]=5)[CH2:22]4)=[O:19])[CH2:14][CH2:13]3)=[CH:7][CH:8]=[N:9]2)=[CH:4][CH:3]=1. (7) Given the reactants [BH4-].[Na+].[ClH:3].[CH3:4][O:5][C:6]1[CH:7]=[C:8]([CH:24]=[CH:25][C:26]=1[O:27][CH3:28])[CH2:9][CH2:10][O:11][C@H:12]1[CH2:17][CH2:16][CH2:15][CH2:14][C@@H:13]1[N:18]1[CH2:22][CH2:21][C:20](=[O:23])[CH2:19]1.Cl, predict the reaction product. The product is: [ClH:3].[CH3:4][O:5][C:6]1[CH:7]=[C:8]([CH:24]=[CH:25][C:26]=1[O:27][CH3:28])[CH2:9][CH2:10][O:11][C@H:12]1[CH2:17][CH2:16][CH2:15][CH2:14][C@@H:13]1[N:18]1[CH2:22][CH2:21][CH:20]([OH:23])[CH2:19]1.